From a dataset of Catalyst prediction with 721,799 reactions and 888 catalyst types from USPTO. Predict which catalyst facilitates the given reaction. (1) Reactant: [NH2:1][C:2]1[CH:7]=[CH:6][C:5]([C:8]2[N:9]=[C:10]3[C:15]([CH3:16])=[CH:14][CH:13]=[CH:12][N:11]3[CH:17]=2)=[CH:4][CH:3]=1.C(N(CC)C(C)C)(C)C.[N:27]1([CH2:33][CH2:34][C:35](O)=[O:36])[CH2:32][CH2:31][CH2:30][CH2:29][CH2:28]1.CCN=C=NCCCN(C)C.Cl.O.ON1C2C=CC=CC=2N=N1. Product: [N:27]1([CH2:33][CH2:34][C:35]([NH:1][C:2]2[CH:3]=[CH:4][C:5]([C:8]3[N:9]=[C:10]4[C:15]([CH3:16])=[CH:14][CH:13]=[CH:12][N:11]4[CH:17]=3)=[CH:6][CH:7]=2)=[O:36])[CH2:32][CH2:31][CH2:30][CH2:29][CH2:28]1. The catalyst class is: 120. (2) Product: [Cl:26][C:16]1[C:15]2[C:20](=[CH:21][C:12]([S:9]([NH:8][C:7]3([C:6]([OH:31])=[O:5])[CH2:30][CH2:29][CH2:28][CH2:27]3)(=[O:10])=[O:11])=[CH:13][CH:14]=2)[C:19]([NH:22][C:23]([NH2:25])=[NH:24])=[N:18][CH:17]=1. Reactant: [OH-].[Na+].C([O:5][C:6](=[O:31])[C:7]1([CH2:30][CH2:29][CH2:28][CH2:27]1)[NH:8][S:9]([C:12]1[CH:21]=[C:20]2[C:15]([C:16]([Cl:26])=[CH:17][N:18]=[C:19]2[NH:22][C:23]([NH2:25])=[NH:24])=[CH:14][CH:13]=1)(=[O:11])=[O:10])C.Cl. The catalyst class is: 5. (3) Reactant: [CH3:1][O:2][C:3]1[CH:4]=[C:5]([N:12]2[CH2:17][CH2:16][NH:15][CH2:14][CH2:13]2)[CH:6]=[CH:7][C:8]=1[N+:9]([O-:11])=[O:10].[CH:18]([S:20]([CH3:23])(=[O:22])=[O:21])=[CH2:19]. Product: [CH3:1][O:2][C:3]1[CH:4]=[C:5]([N:12]2[CH2:17][CH2:16][N:15]([CH2:19][CH2:18][S:20]([CH3:23])(=[O:22])=[O:21])[CH2:14][CH2:13]2)[CH:6]=[CH:7][C:8]=1[N+:9]([O-:11])=[O:10]. The catalyst class is: 12. (4) Reactant: [F:1][C:2]1[CH:7]=[C:6]([F:8])[CH:5]=[CH:4][C:3]=1[N:9]1[C:18]2[C:13](=[CH:14][C:15]([F:20])=[C:16](F)[CH:17]=2)[C:12](=[O:21])[C:11]([C:22]([OH:24])=[O:23])=[CH:10]1.[CH3:25][O:26][N:27]=[C:28]1[C:32]2([CH2:35][N:34]([C:36]([O:38][C:39]([CH3:42])([CH3:41])[CH3:40])=[O:37])[CH2:33]2)[CH2:31][NH:30][CH2:29]1.C(#N)C. Product: [C:39]([O:38][C:36]([N:34]1[CH2:35][C:32]2([C:28](=[N:27][O:26][CH3:25])[CH2:29][N:30]([C:16]3[CH:17]=[C:18]4[C:13]([C:12](=[O:21])[C:11]([C:22]([OH:24])=[O:23])=[CH:10][N:9]4[C:3]4[CH:4]=[CH:5][C:6]([F:8])=[CH:7][C:2]=4[F:1])=[CH:14][C:15]=3[F:20])[CH2:31]2)[CH2:33]1)=[O:37])([CH3:42])([CH3:41])[CH3:40]. The catalyst class is: 66. (5) Reactant: [CH3:1][C:2]1[CH:6]=[C:5]([CH2:7]O)[N:4]([C:9]2[CH:14]=[CH:13][CH:12]=[CH:11][CH:10]=2)[N:3]=1.P(Br)(Br)[Br:16].C([O-])(O)=O.[Na+]. Product: [Br:16][CH2:7][C:5]1[N:4]([C:9]2[CH:14]=[CH:13][CH:12]=[CH:11][CH:10]=2)[N:3]=[C:2]([CH3:1])[CH:6]=1. The catalyst class is: 11. (6) Reactant: [OH:1][B:2]1[C:6]2[CH:7]=[C:8]([OH:12])[CH:9]=[C:10]([CH3:11])[C:5]=2[CH:4]([CH2:13][S:14]([O:17]C)(=[O:16])=[O:15])[O:3]1.Cl[C:20]1[S:24][C:23]([C:25]([NH2:27])=[O:26])=[N:22][N:21]=1.C(=O)([O-])[O-].[Cs+].[Cs+]. Product: [C:25]([C:23]1[S:24][C:20]([O:12][C:8]2[CH:9]=[C:10]([CH3:11])[C:5]3[CH:4]([CH2:13][S:14]([OH:17])(=[O:15])=[O:16])[O:3][B:2]([OH:1])[C:6]=3[CH:7]=2)=[N:21][N:22]=1)(=[O:26])[NH2:27]. The catalyst class is: 3. (7) Reactant: [F:1][C:2]1[CH:3]=[C:4]2[C:9](=[CH:10][C:11]=1[OH:12])[N:8]=[C:7]([C:13]1[CH:18]=[CH:17][CH:16]=[C:15]([C:19]([F:22])([F:21])[F:20])[CH:14]=1)[C:6]([CH3:23])=[C:5]2[C:24]([OH:26])=[O:25].[C:27](Cl)(=O)C(Cl)=O.CO. Product: [F:1][C:2]1[CH:3]=[C:4]2[C:9](=[CH:10][C:11]=1[OH:12])[N:8]=[C:7]([C:13]1[CH:18]=[CH:17][CH:16]=[C:15]([C:19]([F:22])([F:20])[F:21])[CH:14]=1)[C:6]([CH3:23])=[C:5]2[C:24]([O:26][CH3:27])=[O:25]. The catalyst class is: 139. (8) Reactant: [CH2:1]([O:4][CH2:5][CH2:6][O:7][CH2:8][CH2:9][O:10][CH2:11][CH2:12]Br)[CH:2]=[CH2:3].[CH:14]1[CH:19]=[CH:18][C:17]([S:20]([O-:23])(=[S:22])=[O:21])=[CH:16][CH:15]=1.[Na+]. Product: [C:17]1([S:20](=[O:23])([S:22][CH2:12][CH2:11][O:10][CH2:9][CH2:8][O:7][CH2:6][CH2:5][O:4][CH2:1][CH:2]=[CH2:3])=[O:21])[CH:18]=[CH:19][CH:14]=[CH:15][CH:16]=1. The catalyst class is: 23. (9) Reactant: [F:1][CH:2]([F:11])[O:3][C:4]1[CH:9]=[CH:8][C:7](O)=[CH:6][CH:5]=1.[C:12]([O-:15])(=[O:14])[CH3:13].[Na+].[I:17]([O-])(=O)(=O)=O.[Na+].[C:23]([O:26]C(=O)C)(=[O:25])[CH3:24]. Product: [C:12]([O:15][C:5]1[C:6]([O:26][C:23](=[O:25])[CH3:24])=[C:7]([I:17])[CH:8]=[CH:9][C:4]=1[O:3][CH:2]([F:11])[F:1])(=[O:14])[CH3:13]. The catalyst class is: 15. (10) Reactant: C(=O)([O-])[O-].[Na+].[Na+].Br.[S:8]1[C:12]([C:13]2[N:14]3[CH2:20][CH2:19][N:18]=[C:15]3[S:16][CH:17]=2)=[CH:11][C:10]2[CH:21]=[CH:22][CH:23]=[CH:24][C:9]1=2. Product: [S:8]1[C:12]([C:13]2[N:14]3[CH2:20][CH2:19][N:18]=[C:15]3[S:16][CH:17]=2)=[CH:11][C:10]2[CH:21]=[CH:22][CH:23]=[CH:24][C:9]1=2. The catalyst class is: 46.